From a dataset of Full USPTO retrosynthesis dataset with 1.9M reactions from patents (1976-2016). Predict the reactants needed to synthesize the given product. (1) Given the product [CH3:1][O:2][C:3]([C:5]1[S:6][C:7]2[C:8]([F:21])([F:20])[CH2:9][O:10][C:11]3[CH:18]=[CH:17][C:16]([C:26]#[C:25][C:23]([OH:27])([CH3:24])[CH3:22])=[CH:15][C:12]=3[C:13]=2[N:14]=1)=[O:4], predict the reactants needed to synthesize it. The reactants are: [CH3:1][O:2][C:3]([C:5]1[S:6][C:7]2[C:8]([F:21])([F:20])[CH2:9][O:10][C:11]3[CH:18]=[CH:17][C:16](Br)=[CH:15][C:12]=3[C:13]=2[N:14]=1)=[O:4].[CH3:22][C:23]([OH:27])([C:25]#[CH:26])[CH3:24].C1C=CC(P(C2C=CC=CC=2)C2C=CC=CC=2)=CC=1. (2) Given the product [Br:1][C:2]1[C:3]([N:18]2[CH2:23][CH2:22][CH:21]([C:24]3[O:28][N:27]=[C:26]([CH:29]([CH3:31])[CH3:30])[N:25]=3)[CH2:20][CH2:19]2)=[C:4]([C@H:10]([O:17][C:4]([CH3:10])([CH3:5])[CH3:3])[C:11]([O:13][CH:14]([CH3:16])[CH3:15])=[O:12])[C:5]([CH3:9])=[N:6][C:7]=1[CH3:8], predict the reactants needed to synthesize it. The reactants are: [Br:1][C:2]1[C:3]([N:18]2[CH2:23][CH2:22][CH:21]([C:24]3[O:28][N:27]=[C:26]([CH:29]([CH3:31])[CH3:30])[N:25]=3)[CH2:20][CH2:19]2)=[C:4]([C@H:10]([OH:17])[C:11]([O:13][CH:14]([CH3:16])[CH3:15])=[O:12])[C:5]([CH3:9])=[N:6][C:7]=1[CH3:8]. (3) Given the product [Cl:20][C:21]1[N:22]=[CH:23][C:24]([O:19][C@@H:16]2[CH2:17][CH2:18][C@H:13]([C:11]([N:8]3[CH2:9][CH2:10][N:5]([CH:1]4[CH2:4][CH2:3][CH2:2]4)[CH2:6][CH2:7]3)=[O:12])[CH2:14][CH2:15]2)=[CH:25][CH:26]=1, predict the reactants needed to synthesize it. The reactants are: [CH:1]1([N:5]2[CH2:10][CH2:9][N:8]([C:11]([C@H:13]3[CH2:18][CH2:17][C@H:16]([OH:19])[CH2:15][CH2:14]3)=[O:12])[CH2:7][CH2:6]2)[CH2:4][CH2:3][CH2:2]1.[Cl:20][C:21]1[CH:26]=[CH:25][C:24](O)=[CH:23][N:22]=1. (4) Given the product [F:1][C:2]1[CH:3]=[C:4]([C:10]2[O:11][C:12]3[C:17]([C:18](=[O:20])[CH:19]=2)=[CH:16][CH:15]=[CH:14][CH:13]=3)[CH:5]=[CH:6][C:7]=1[OH:8], predict the reactants needed to synthesize it. The reactants are: [F:1][C:2]1[CH:3]=[C:4]([C:10]2[O:11][C:12]3[C:17]([C:18](=[O:20])[CH:19]=2)=[CH:16][CH:15]=[CH:14][CH:13]=3)[CH:5]=[CH:6][C:7]=1[O:8]C.CC(O)=O.O. (5) Given the product [Cl:17][C:16]1[C:2]([Cl:1])=[CH:3][C:4]2[NH:8][C:7]([C:9]([OH:14])([CH:19]=[C:20]([CH3:22])[CH3:21])[C:10]([F:13])([F:11])[F:12])=[N:6][C:5]=2[CH:15]=1, predict the reactants needed to synthesize it. The reactants are: [Cl:1][C:2]1[C:16]([Cl:17])=[CH:15][C:5]2[NH:6][C:7]([C:9](=[O:14])[C:10]([F:13])([F:12])[F:11])=[N:8][C:4]=2[CH:3]=1.Br[CH:19]=[C:20]([CH3:22])[CH3:21].II.[Mg].